Dataset: Full USPTO retrosynthesis dataset with 1.9M reactions from patents (1976-2016). Task: Predict the reactants needed to synthesize the given product. (1) Given the product [F:1][C:2]1[CH:11]=[C:6]([C:7]2[CH:13]=[C:12]([C:14]3[CH:15]=[N:16][CH:17]=[CH:18][CH:19]=3)[O:9][N:8]=2)[CH:5]=[N:4][CH:3]=1, predict the reactants needed to synthesize it. The reactants are: [F:1][C:2]1[CH:3]=[N:4][CH:5]=[C:6]([CH:11]=1)[C:7](Cl)=[N:8][OH:9].[C:12]([C:14]1[CH:15]=[N:16][CH:17]=[CH:18][CH:19]=1)#[CH:13].N. (2) Given the product [F:19][C:20]1[CH:25]=[CH:24][C:23]([S:26]([N:14]2[C:15]3[C:11](=[C:10]([N:7]4[CH2:6][CH2:5][N:4]([CH3:3])[CH2:9][CH2:8]4)[CH:18]=[CH:17][CH:16]=3)[CH:12]=[CH:13]2)(=[O:28])=[O:27])=[CH:22][CH:21]=1, predict the reactants needed to synthesize it. The reactants are: Cl.Cl.[CH3:3][N:4]1[CH2:9][CH2:8][N:7]([C:10]2[CH:18]=[CH:17][CH:16]=[C:15]3[C:11]=2[CH:12]=[CH:13][NH:14]3)[CH2:6][CH2:5]1.[F:19][C:20]1[CH:25]=[CH:24][C:23]([S:26](Cl)(=[O:28])=[O:27])=[CH:22][CH:21]=1. (3) The reactants are: [CH3:1][O:2][C:3]1[CH:4]=[C:5]([C:15]2[N:19]3[CH2:20][CH2:21][CH2:22][CH:23]([C:24]([O:26][CH2:27][CH3:28])=[O:25])[C:18]3=[N:17][N:16]=2)[CH:6]=[CH:7][C:8]=1[C:9]1[O:13][C:12]([CH3:14])=[N:11][CH:10]=1.[H-].[Na+].I[CH3:32].O. Given the product [CH3:1][O:2][C:3]1[CH:4]=[C:5]([C:15]2[N:19]3[CH2:20][CH2:21][CH2:22][C:23]([CH3:32])([C:24]([O:26][CH2:27][CH3:28])=[O:25])[C:18]3=[N:17][N:16]=2)[CH:6]=[CH:7][C:8]=1[C:9]1[O:13][C:12]([CH3:14])=[N:11][CH:10]=1, predict the reactants needed to synthesize it. (4) Given the product [C:24]([C:28]1[CH:36]=[CH:35][C:31]([C:32]([N:22]([CH:20]([C:10]2[N:9]([C:6]3[CH:5]=[CH:4][C:3]([O:2][CH3:1])=[CH:8][CH:7]=3)[C:18](=[O:19])[C:17]3[C:12](=[CH:13][CH:14]=[CH:15][CH:16]=3)[N:11]=2)[CH3:21])[CH3:23])=[O:33])=[CH:30][CH:29]=1)([CH3:27])([CH3:26])[CH3:25], predict the reactants needed to synthesize it. The reactants are: [CH3:1][O:2][C:3]1[CH:8]=[CH:7][C:6]([N:9]2[C:18](=[O:19])[C:17]3[C:12](=[CH:13][CH:14]=[CH:15][CH:16]=3)[N:11]=[C:10]2[CH:20]([NH:22][CH3:23])[CH3:21])=[CH:5][CH:4]=1.[C:24]([C:28]1[CH:36]=[CH:35][C:31]([C:32](Cl)=[O:33])=[CH:30][CH:29]=1)([CH3:27])([CH3:26])[CH3:25].C(O)C(N)(CO)CO. (5) Given the product [F:1][C:2]1[CH:7]=[CH:6][C:5]([C:8]2([CH2:14][NH2:17])[CH2:13][CH2:12][CH2:11][CH2:10][CH2:9]2)=[CH:4][CH:3]=1, predict the reactants needed to synthesize it. The reactants are: [F:1][C:2]1[CH:7]=[CH:6][C:5]([C:8]2([C:14](O)=O)[CH2:13][CH2:12][CH2:11][CH2:10][CH2:9]2)=[CH:4][CH:3]=1.[NH3:17]. (6) The reactants are: [CH2:1]([P:9]([CH2:19][CH2:20][CH2:21][CH2:22][C:23]([OH:25])=[O:24])([CH2:11][CH2:12][CH2:13][CH2:14][CH2:15][CH2:16][CH2:17][CH3:18])=[O:10])[CH2:2][CH2:3][CH2:4][CH2:5][CH2:6][CH2:7][CH3:8].[CH:35]1(N=C=N[CH:35]2[CH2:40][CH2:39][CH2:38][CH2:37][CH2:36]2)[CH2:40][CH2:39][CH2:38][CH2:37][CH2:36]1. Given the product [CH2:1]([P:9]([CH2:19][CH2:20][CH2:21][CH2:22][C:23]([O:25][C:23](=[O:24])[CH2:22][CH2:21][CH2:20][CH2:19][P:9]([CH2:11][CH2:12][CH2:36][CH2:37][CH2:38][CH2:39][CH2:40][CH3:35])([CH2:1][CH2:2][CH2:3][CH2:4][CH2:5][CH2:6][CH2:7][CH3:8])=[O:10])=[O:24])([CH2:11][CH2:12][CH2:13][CH2:14][CH2:15][CH2:16][CH2:17][CH3:18])=[O:10])[CH2:2][CH2:3][CH2:4][CH2:5][CH2:6][CH2:7][CH3:8], predict the reactants needed to synthesize it. (7) Given the product [Cl:7][C:8]1[CH:16]=[C:15]2[C:11]([C:12]([CH2:17][C:18]([CH3:21])([CH3:20])[CH3:19])=[CH:13][NH:14]2)=[CH:10][CH:9]=1, predict the reactants needed to synthesize it. The reactants are: [H-].[Al+3].[Li+].[H-].[H-].[H-].[Cl:7][C:8]1[CH:16]=[C:15]2[C:11]([C:12]([C:17](=O)[C:18]([CH3:21])([CH3:20])[CH3:19])=[CH:13][NH:14]2)=[CH:10][CH:9]=1.